From a dataset of Catalyst prediction with 721,799 reactions and 888 catalyst types from USPTO. Predict which catalyst facilitates the given reaction. (1) Reactant: [N:1]1([C:11]([C:13]2[CH:14]=[C:15]([CH:20]=[C:21]([N:23]3[C:32](=[O:33])[C:31]4[C:26](=[CH:27][CH:28]=[CH:29][CH:30]=4)[NH:25][C:24]3=[O:34])[CH:22]=2)[C:16]([O:18]C)=[O:17])=[O:12])[C:10]2[C:5](=[CH:6][CH:7]=[CH:8][CH:9]=2)[CH2:4][CH2:3][CH2:2]1.O.[OH-].[Li+].C1COCC1.Cl. Product: [N:1]1([C:11]([C:13]2[CH:14]=[C:15]([CH:20]=[C:21]([N:23]3[C:32](=[O:33])[C:31]4[C:26](=[CH:27][CH:28]=[CH:29][CH:30]=4)[NH:25][C:24]3=[O:34])[CH:22]=2)[C:16]([OH:18])=[O:17])=[O:12])[C:10]2[C:5](=[CH:6][CH:7]=[CH:8][CH:9]=2)[CH2:4][CH2:3][CH2:2]1. The catalyst class is: 6. (2) Reactant: [OH:1][C:2]1[CH:3]=[C:4]([CH:7]=[CH:8][C:9]=1[O:10][CH3:11])[CH:5]=[O:6].C(=O)([O-])[O-].[K+].[K+].I[CH:19]([CH3:21])[CH3:20].O. Product: [CH:19]([O:1][C:2]1[CH:3]=[C:4]([CH:7]=[CH:8][C:9]=1[O:10][CH3:11])[CH:5]=[O:6])([CH3:21])[CH3:20]. The catalyst class is: 9. (3) Product: [CH3:1][C:2]([CH3:20])([CH3:21])[C:3]([C:5]1[O:6][C:7]2[CH:17]=[CH:16][C:15]([O:18][CH3:19])=[CH:14][C:8]=2[C:9]=1[CH2:10][C:11]([N:51]([CH2:53][CH:33]([CH3:34])[CH3:32])[CH2:50][CH:22]([CH3:23])[CH3:27])=[O:13])=[O:4]. Reactant: [CH3:1][C:2]([CH3:21])([CH3:20])[C:3]([C:5]1[O:6][C:7]2[CH:17]=[CH:16][C:15]([O:18][CH3:19])=[CH:14][C:8]=2[C:9]=1[CH2:10][C:11]([OH:13])=O)=[O:4].[CH:22]1[CH:23]=CC2N(O)N=NC=2[CH:27]=1.[CH2:32](NCCCC)[CH2:33][CH2:34]C.CCN(C(C)C)C(C)C.[CH3:50][N:51]([CH:53]=O)C. The catalyst class is: 344.